Regression/Classification. Given a drug SMILES string, predict its absorption, distribution, metabolism, or excretion properties. Task type varies by dataset: regression for continuous measurements (e.g., permeability, clearance, half-life) or binary classification for categorical outcomes (e.g., BBB penetration, CYP inhibition). For this dataset (clearance_hepatocyte_az), we predict log10(clearance) (log10 of the in vitro intrinsic clearance, CLint, in uL/min per 10^6 hepatocytes; values are censored to the assay range of 3 to 150, which is 0.477 to 2.18 on this log10 scale). From a dataset of Hepatocyte clearance measurements from AstraZeneca. (1) The drug is O=C(Nc1nc2ccccc2n1CCCO)c1cccc([N+](=O)[O-])c1. The log10(clearance) is 1.93. (2) The drug is C[C@H]1CN(C(=O)N[C@H](Cc2ccc(F)cc2)C(=O)N2CCC(C(=O)NC(C)(C)C)(C3CCCCC3)CC2)C[C@@H](C)N1. The log10(clearance) is 1.03. (3) The log10(clearance) is 0.480. The compound is O=C(Nc1ccc(N2CCNCC2)cc1)c1ccc(-c2ccc(Cl)cc2)o1. (4) The drug is C[C@H](CO)Nc1nc(SCc2ccccc2)nc2[nH]c(=O)sc12. The log10(clearance) is 0.480. (5) The compound is Nc1ncc2cc(-c3c(Br)cccc3Br)c(N)nc2n1. The log10(clearance) is 2.08.